This data is from HIV replication inhibition screening data with 41,000+ compounds from the AIDS Antiviral Screen. The task is: Binary Classification. Given a drug SMILES string, predict its activity (active/inactive) in a high-throughput screening assay against a specified biological target. The result is 0 (inactive). The drug is CC1=C(C(=O)Nc2c(C)cccc2C)C(c2ccc3c(c2)OCO3)C(C(=O)Nc2c(C)cccc2C)=C(C)N1.